Dataset: Full USPTO retrosynthesis dataset with 1.9M reactions from patents (1976-2016). Task: Predict the reactants needed to synthesize the given product. (1) Given the product [NH3:17].[CH2:23]([NH:30][CH2:22][C@@H:20]([C:12]1[CH:11]=[CH:10][C:9]([O:8][CH2:1][C:2]2[CH:7]=[CH:6][CH:5]=[CH:4][CH:3]=2)=[C:18]2[C:13]=1[CH:14]=[CH:15][C:16](=[O:19])[NH:17]2)[OH:21])[C:24]1[CH:29]=[CH:28][CH:27]=[CH:26][CH:25]=1, predict the reactants needed to synthesize it. The reactants are: [CH2:1]([O:8][C:9]1[CH:10]=[CH:11][C:12]([C@@H:20]2[CH2:22][O:21]2)=[C:13]2[C:18]=1[NH:17][C:16](=[O:19])[CH:15]=[CH:14]2)[C:2]1[CH:7]=[CH:6][CH:5]=[CH:4][CH:3]=1.[CH2:23]([NH2:30])[C:24]1[CH:29]=[CH:28][CH:27]=[CH:26][CH:25]=1. (2) Given the product [CH:11]1([N:8]2[C:9]3[CH:10]=[C:2]([C:33]4[CH:32]=[N:31][N:30]([CH3:29])[CH:34]=4)[CH:3]=[C:4]([C:16]([NH:18][CH2:19][C:20]4[C:21](=[O:28])[NH:22][C:23]([CH3:27])=[CH:24][C:25]=4[CH3:26])=[O:17])[C:5]=3[CH:6]=[N:7]2)[CH2:15][CH2:14][CH2:13][CH2:12]1, predict the reactants needed to synthesize it. The reactants are: Br[C:2]1[CH:3]=[C:4]([C:16]([NH:18][CH2:19][C:20]2[C:21](=[O:28])[NH:22][C:23]([CH3:27])=[CH:24][C:25]=2[CH3:26])=[O:17])[C:5]2[CH:6]=[N:7][N:8]([CH:11]3[CH2:15][CH2:14][CH2:13][CH2:12]3)[C:9]=2[CH:10]=1.[CH3:29][N:30]1[CH:34]=[C:33](B2OC(C)(C)C(C)(C)O2)[CH:32]=[N:31]1. (3) Given the product [CH3:35][O:34][C:28]1[CH:27]=[C:26]2[C:31](=[CH:30][CH:29]=1)[NH:32][C:33]1[C:19]3([CH2:20][CH2:21][N:17]([CH2:15][CH2:16][O:52][C:47]4[CH:48]=[CH:49][CH:50]=[CH:51][C:46]=4[O:45][CH3:44])[CH2:18]3)[NH:22][CH2:23][CH2:24][C:25]2=1, predict the reactants needed to synthesize it. The reactants are: FC(F)(F)C(O)=O.FC1C=CC(OC[C@@H:15]([N:17]2[CH2:21][CH2:20][C:19]3([C:33]4[NH:32][C:31]5[C:26](=[CH:27][C:28]([O:34][CH3:35])=[CH:29][CH:30]=5)[C:25]=4[CH2:24][CH2:23][NH:22]3)[CH2:18]2)[CH3:16])=CC=1.CS(OC[CH2:44][O:45][C:46]1[CH:51]=[CH:50][CH:49]=[CH:48][C:47]=1[O:52]C)(=O)=O. (4) Given the product [F:46][C:47]1[CH:48]=[C:49]([NH:55][C:2]2[C:7]([C:8]3[N:13]=[C:12]([CH3:14])[N:11]=[C:10]([N:15]([CH2:25][C:26]4[CH:31]=[CH:30][C:29]([O:32][CH3:33])=[CH:28][CH:27]=4)[CH2:16][C:17]4[CH:18]=[CH:19][C:20]([O:23][CH3:24])=[CH:21][CH:22]=4)[N:9]=3)=[CH:6][C:5]([CH:34]([C:36]3[CH:41]=[CH:40][C:39]([S:42]([CH3:45])(=[O:44])=[O:43])=[CH:38][CH:37]=3)[CH3:35])=[CH:4][N:3]=2)[CH:50]=[N:51][C:52]=1[O:53][CH3:54], predict the reactants needed to synthesize it. The reactants are: F[C:2]1[C:7]([C:8]2[N:13]=[C:12]([CH3:14])[N:11]=[C:10]([N:15]([CH2:25][C:26]3[CH:31]=[CH:30][C:29]([O:32][CH3:33])=[CH:28][CH:27]=3)[CH2:16][C:17]3[CH:22]=[CH:21][C:20]([O:23][CH3:24])=[CH:19][CH:18]=3)[N:9]=2)=[CH:6][C:5]([CH:34]([C:36]2[CH:41]=[CH:40][C:39]([S:42]([CH3:45])(=[O:44])=[O:43])=[CH:38][CH:37]=2)[CH3:35])=[CH:4][N:3]=1.[F:46][C:47]1[CH:48]=[C:49]([NH2:55])[CH:50]=[N:51][C:52]=1[O:53][CH3:54].C[Si]([N-][Si](C)(C)C)(C)C.[Li+]. (5) The reactants are: Br[C:2]1[CH:3]=[C:4]([C:22]([OH:31])([C:27]([F:30])([F:29])[F:28])[C:23]([F:26])([F:25])[F:24])[CH:5]=[CH:6][C:7]=1[N:8]1[CH2:13][CH2:12][N:11]([S:14]([C:17]2[S:18][CH:19]=[CH:20][CH:21]=2)(=[O:16])=[O:15])[CH2:10][CH2:9]1.C([Si](C)(C)[O:37][CH:38]([C:40]#[C:41]B1OC(C)(C)C(C)(C)O1)[CH3:39])(C)(C)C.C(=O)([O-])[O-].[Cs+].[Cs+]. Given the product [S:18]1[CH:19]=[CH:20][CH:21]=[C:17]1[S:14]([N:11]1[CH2:12][CH2:13][N:8]([C:7]2[CH:6]=[CH:5][C:4]([C:22]([OH:31])([C:27]([F:30])([F:29])[F:28])[C:23]([F:26])([F:25])[F:24])=[CH:3][C:2]=2[C:41]#[C:40][CH:38]([OH:37])[CH3:39])[CH2:9][CH2:10]1)(=[O:16])=[O:15], predict the reactants needed to synthesize it. (6) Given the product [CH2:10]([O:17][C@@H:18]1[C@:22]([CH2:26][O:27][CH2:28][C:29]2[CH:34]=[CH:33][CH:32]=[CH:31][CH:30]=2)([CH:23]([F:25])[F:24])[O:21][C@@H:20]([N:35]2[CH:40]=[CH:39][C:38](=[O:41])[NH:37][C:36]2=[O:42])[C@@H:19]1[F:7])[C:11]1[CH:12]=[CH:13][CH:14]=[CH:15][CH:16]=1, predict the reactants needed to synthesize it. The reactants are: C(N(S(F)(F)[F:7])CC)C.[CH2:10]([O:17][C@@H:18]1[C@:22]([CH2:26][O:27][CH2:28][C:29]2[CH:34]=[CH:33][CH:32]=[CH:31][CH:30]=2)([CH:23]([F:25])[F:24])[O:21][C@@H:20]([N:35]2[CH:40]=[CH:39][C:38](=[O:41])[NH:37][C:36]2=[O:42])[C@H:19]1O)[C:11]1[CH:16]=[CH:15][CH:14]=[CH:13][CH:12]=1.